From a dataset of Full USPTO retrosynthesis dataset with 1.9M reactions from patents (1976-2016). Predict the reactants needed to synthesize the given product. (1) Given the product [O:15]([C@H:16]1[CH2:20][CH2:19][N:18]([C:21]([O:23][C:24]([CH3:27])([CH3:26])[CH3:25])=[O:22])[CH2:17]1)[C:28]1[CH:33]=[CH:32][CH:31]=[CH:30][CH:29]=1, predict the reactants needed to synthesize it. The reactants are: N(C(OC(C)C)=O)=NC(OC(C)C)=O.[OH:15][C@@H:16]1[CH2:20][CH2:19][N:18]([C:21]([O:23][C:24]([CH3:27])([CH3:26])[CH3:25])=[O:22])[CH2:17]1.[C:28]1(O)[CH:33]=[CH:32][CH:31]=[CH:30][CH:29]=1.C1(P(C2C=CC=CC=2)C2C=CC=CC=2)C=CC=CC=1. (2) Given the product [CH2:1]([O:3][C:4]([C:6]1[CH:7]=[CH:8][C:9]([O:10][C:11]2[C:16]([CH:17]3[CH2:18][CH2:19][N:20]([C:23]([O:25][C:26]([CH3:28])([CH3:27])[CH3:29])=[O:24])[CH2:21][CH2:22]3)=[CH:15][CH:14]=[CH:13][N:12]=2)=[CH:30][CH:31]=1)=[O:5])[CH3:2], predict the reactants needed to synthesize it. The reactants are: [CH2:1]([O:3][C:4]([C:6]1[CH:31]=[CH:30][C:9]([O:10][C:11]2[C:16]([C:17]3[CH2:22][CH2:21][N:20]([C:23]([O:25][C:26]([CH3:29])([CH3:28])[CH3:27])=[O:24])[CH2:19][CH:18]=3)=[CH:15][CH:14]=[CH:13][N:12]=2)=[CH:8][CH:7]=1)=[O:5])[CH3:2]. (3) Given the product [F:1][C:2]1[CH:7]=[CH:6][C:5]([C:8]2[C:12]([C:13]3[CH:18]=[CH:17][N:16]=[CH:15][N:14]=3)=[C:11]([NH:19][C:20](=[O:32])[CH2:21][C:22]3[CH:27]=[CH:26][CH:25]=[CH:24][C:23]=3[OH:28])[O:10][N:9]=2)=[CH:4][CH:3]=1, predict the reactants needed to synthesize it. The reactants are: [F:1][C:2]1[CH:7]=[CH:6][C:5]([C:8]2[C:12]([C:13]3[CH:18]=[CH:17][N:16]=[CH:15][N:14]=3)=[C:11]([NH:19][C:20](=[O:32])[CH2:21][C:22]3[CH:27]=[CH:26][CH:25]=[CH:24][C:23]=3[O:28]COC)[O:10][N:9]=2)=[CH:4][CH:3]=1.S([O-])(O)(=O)=O.[Na+].C(=O)([O-])O.[Na+]. (4) Given the product [CH:3]1[CH:8]=[N:7][CH:6]=[C:5]([CH2:9][C:10]([P:12]([O-:14])([OH:15])=[O:13])([P:16]([OH:19])([OH:18])=[O:17])[OH:11])[CH:4]=1.[Na+:2], predict the reactants needed to synthesize it. The reactants are: [OH-].[Na+:2].[CH:3]1[CH:8]=[N:7][CH:6]=[C:5]([CH2:9][C:10]([P:16]([OH:19])([OH:18])=[O:17])([P:12]([OH:15])([OH:14])=[O:13])[OH:11])[CH:4]=1.C(N(CC(O)=O)CC(O)=O)CN(CC(O)=O)CC(O)=O. (5) Given the product [Cl:1][C:2]1[C:3]([Cl:28])=[CH:4][C:5]2[N:10]3[CH:11]=[N:12][N:13]=[C:9]3[C:8]([N:14]3[CH2:19][CH2:18][NH:17][CH2:16][CH2:15]3)=[N:7][C:6]=2[N:27]=1, predict the reactants needed to synthesize it. The reactants are: [Cl:1][C:2]1[C:3]([Cl:28])=[CH:4][C:5]2[N:10]3[CH:11]=[N:12][N:13]=[C:9]3[C:8]([N:14]3[CH2:19][CH2:18][N:17](C(OC(C)(C)C)=O)[CH2:16][CH2:15]3)=[N:7][C:6]=2[N:27]=1.C(O)(C(F)(F)F)=O. (6) The reactants are: [Cl-].O[NH3+:3].[C:4](=[O:7])([O-])[OH:5].[Na+].CS(C)=O.[CH2:13]([C:17]1[N:18]([CH2:34][C:35]2[CH:40]=[CH:39][C:38]([C:41]3[C:42]([C:47]#[N:48])=[CH:43][CH:44]=[CH:45][CH:46]=3)=[CH:37][C:36]=2[F:49])[C:19](=[O:33])[C:20]([C:24]2[CH:25]=[CH:26][C:27]3[O:31][CH2:30][CH2:29][C:28]=3[CH:32]=2)=[C:21]([CH3:23])[N:22]=1)[CH2:14][CH2:15][CH3:16]. Given the product [CH2:13]([C:17]1[N:18]([CH2:34][C:35]2[CH:40]=[CH:39][C:38]([C:41]3[CH:46]=[CH:45][CH:44]=[CH:43][C:42]=3[C:47]3[NH:3][C:4](=[O:7])[O:5][N:48]=3)=[CH:37][C:36]=2[F:49])[C:19](=[O:33])[C:20]([C:24]2[CH:25]=[CH:26][C:27]3[O:31][CH2:30][CH2:29][C:28]=3[CH:32]=2)=[C:21]([CH3:23])[N:22]=1)[CH2:14][CH2:15][CH3:16], predict the reactants needed to synthesize it.